This data is from Reaction yield outcomes from USPTO patents with 853,638 reactions. The task is: Predict the reaction yield, written as a fraction of the theoretical maximum amount of product (1.0 means a 100% yield; for example, 0.34 means a 34% yield). (1) The reactants are [NH2:1][CH:2]1[CH:11]([CH2:12][C:13]2[CH:18]=[CH:17][C:16]([Cl:19])=[C:15]([Cl:20])[CH:14]=2)[C:10]2[CH:9]=[C:8]([OH:21])[CH:7]=[CH:6][C:5]=2[CH2:4][CH2:3]1.Br[CH2:23][CH:24]([F:28])[CH2:25][CH2:26]Br.C(N(CC)CC)C.O. The catalyst is C(#N)C.C(OC(=O)C)C. The yield is 0.390. The product is [Cl:20][C:15]1[CH:14]=[C:13]([CH:18]=[CH:17][C:16]=1[Cl:19])[CH2:12][CH:11]1[C:10]2[CH:9]=[C:8]([OH:21])[CH:7]=[CH:6][C:5]=2[CH2:4][CH2:3][CH:2]1[N:1]1[CH2:26][CH2:25][CH:24]([F:28])[CH2:23]1. (2) The reactants are [CH2:1]([NH:5][C:6]1[N:11]=[C:10]([C:12]2[C:13]([C:22]3[CH:27]=[CH:26][C:25]([F:28])=[CH:24][CH:23]=3)=[N:14][N:15]3[C:20](Cl)=[CH:19][CH:18]=[CH:17][C:16]=23)[CH:9]=[CH:8][N:7]=1)[CH2:2][CH2:3][CH3:4].[CH3:29][Zn]C. The catalyst is O1CCCC1. The product is [CH2:1]([NH:5][C:6]1[N:11]=[C:10]([C:12]2[C:13]([C:22]3[CH:27]=[CH:26][C:25]([F:28])=[CH:24][CH:23]=3)=[N:14][N:15]3[C:20]([CH3:29])=[CH:19][CH:18]=[CH:17][C:16]=23)[CH:9]=[CH:8][N:7]=1)[CH2:2][CH2:3][CH3:4]. The yield is 0.320. (3) The reactants are C([O:3][C:4](=[O:16])[C:5]([O:8][C:9]1[CH:14]=[CH:13][C:12]([Cl:15])=[CH:11][CH:10]=1)([CH3:7])[CH3:6])C.O.[OH-].[Li+]. The catalyst is O1CCCC1.O. The product is [Cl:15][C:12]1[CH:11]=[CH:10][C:9]([O:8][C:5]([CH3:7])([CH3:6])[C:4]([OH:16])=[O:3])=[CH:14][CH:13]=1. The yield is 0.820. (4) The reactants are [CH3:1][CH:2]([CH2:9][CH2:10][CH2:11][CH2:12][N:13]=[C:14]=[O:15])[C:3]([CH3:8])([CH3:7])[N:4]=[C:5]=[O:6].[O:16]1[CH2:20][CH2:19][CH2:18][CH2:17]1.[CH:21]([O:23][CH2:24][CH2:25][CH2:26][CH2:27][OH:28])=[CH2:22].[N-]=[C:30]=[O:31].[CH3:32]O. The catalyst is C([O-])(=O)CCCCCCCCCCC.C([O-])(=O)CCCCCCCCCCC.C([Sn+2]CCCC)CCC. The product is [CH3:1][CH:2]([CH2:9][CH2:10][CH2:11][CH2:12][NH:13][C:14](=[O:15])[O:16][CH2:20][CH2:19][CH2:18][CH2:17][O:31][CH:30]=[CH2:32])[C:3]([CH3:7])([CH3:8])[NH:4][C:5](=[O:6])[O:28][CH2:27][CH2:26][CH2:25][CH2:24][O:23][CH:21]=[CH2:22]. The yield is 0.890. (5) The catalyst is C(Cl)Cl. The yield is 0.760. The reactants are [NH2:1][C:2]1[CH:10]=[CH:9][C:8]([O:11][CH3:12])=[CH:7][C:3]=1[C:4]([NH2:6])=[O:5].Cl.[C:14](Cl)(=[O:21])[C:15]1[CH:20]=[CH:19][CH:18]=[N:17][CH:16]=1.C(N(CC)CC)C. The product is [C:4]([C:3]1[CH:7]=[C:8]([O:11][CH3:12])[CH:9]=[CH:10][C:2]=1[NH:1][C:14](=[O:21])[C:15]1[CH:20]=[CH:19][CH:18]=[N:17][CH:16]=1)(=[O:5])[NH2:6]. (6) The reactants are [C:1]([O:5][C:6]([N:8]1[CH2:13][CH2:12][CH:11]([OH:14])[CH2:10][CH2:9]1)=[O:7])([CH3:4])([CH3:3])[CH3:2].[Cl:15][C:16]1[CH:21]=[C:20]([N+:22]([O-:24])=[O:23])[CH:19]=[C:18]([Cl:25])[C:17]=1O.C1(P(C2C=CC=CC=2)C2C=CC=CC=2)C=CC=CC=1.N(C(OCC)=O)=NC(OCC)=O. The catalyst is ClCCl. The product is [C:1]([O:5][C:6]([N:8]1[CH2:13][CH2:12][CH:11]([O:14][C:17]2[C:18]([Cl:25])=[CH:19][C:20]([N+:22]([O-:24])=[O:23])=[CH:21][C:16]=2[Cl:15])[CH2:10][CH2:9]1)=[O:7])([CH3:4])([CH3:2])[CH3:3]. The yield is 0.720. (7) The product is [Cl:12][C:4]1[CH:3]=[C:2]([C:19]2[CH:20]=[CH:21][C:16]([N+:13]([O-:15])=[O:14])=[CH:17][CH:18]=2)[CH:11]=[CH:10][C:5]=1[C:6]([O:8][CH3:9])=[O:7]. The yield is 0.590. The reactants are Br[C:2]1[CH:11]=[CH:10][C:5]([C:6]([O:8][CH3:9])=[O:7])=[C:4]([Cl:12])[CH:3]=1.[N+:13]([C:16]1[CH:21]=[CH:20][C:19](B(O)O)=[CH:18][CH:17]=1)([O-:15])=[O:14].C([O-])([O-])=O.[Na+].[Na+].ClCCl. The catalyst is C1(C)C=CC=CC=1.CCOC(C)=O.O.O1CCOCC1. (8) The reactants are [C:1]([CH:4]([CH:10](C)[C:11](=O)[C:12]1[CH:16]=[CH:15][S:14][CH:13]=1)[C:5]([O:7][CH2:8][CH3:9])=[O:6])(=O)[CH3:2].C([O-])(=O)C.[NH4+:23]. No catalyst specified. The product is [CH3:2][C:1]1[NH:23][C:11]([C:12]2[CH:16]=[CH:15][S:14][CH:13]=2)=[CH:10][C:4]=1[C:5]([O:7][CH2:8][CH3:9])=[O:6]. The yield is 0.910.